This data is from Forward reaction prediction with 1.9M reactions from USPTO patents (1976-2016). The task is: Predict the product of the given reaction. (1) Given the reactants Br[CH:2]([C:7]1[C:11]([C:12]2[CH:13]=[CH:14][C:15]3[O:20][CH2:19][CH2:18][CH2:17][C:16]=3[CH:21]=2)=[C:10]([CH3:22])[S:9][C:8]=1[CH3:23])[C:3]([O:5][CH3:6])=[O:4].C(=O)([O-])[O-].[Cs+].[Cs+].[CH3:30][C:31]([SH:34])([CH3:33])[CH3:32], predict the reaction product. The product is: [C:31]([S:34][CH:2]([C:7]1[C:11]([C:12]2[CH:13]=[CH:14][C:15]3[O:20][CH2:19][CH2:18][CH2:17][C:16]=3[CH:21]=2)=[C:10]([CH3:22])[S:9][C:8]=1[CH3:23])[C:3]([O:5][CH3:6])=[O:4])([CH3:33])([CH3:32])[CH3:30]. (2) Given the reactants [CH3:1][O:2][C:3](=[O:30])[CH:4]([C:9]1[CH:10]=[C:11]([C:16]2[CH:21]=[C:20]([C:22]([F:25])([F:24])[F:23])[CH:19]=[C:18]([C:26]([F:29])([F:28])[F:27])[CH:17]=2)[CH:12]=[C:13]([OH:15])[CH:14]=1)[CH2:5][CH:6]([CH3:8])[CH3:7].[F:31][C:32]([F:43])([F:42])[C:33]1[CH:34]=[C:35](B(O)O)[CH:36]=[CH:37][CH:38]=1, predict the reaction product. The product is: [CH3:1][O:2][C:3](=[O:30])[CH:4]([C:9]1[CH:10]=[C:11]([C:16]2[CH:21]=[C:20]([C:22]([F:23])([F:25])[F:24])[CH:19]=[C:18]([C:26]([F:27])([F:28])[F:29])[CH:17]=2)[CH:12]=[C:13]([O:15][C:37]2[CH:36]=[CH:35][CH:34]=[C:33]([C:32]([F:43])([F:42])[F:31])[CH:38]=2)[CH:14]=1)[CH2:5][CH:6]([CH3:8])[CH3:7]. (3) Given the reactants N1C=CC=CC=1.[CH3:7][O:8][N:9]=[C:10]1[C:19]2[C:14](=[CH:15][C:16]([O:20][CH3:21])=[CH:17][CH:18]=2)[CH2:13][CH2:12][CH2:11]1.Cl.C([O-])(O)=O.[Na+], predict the reaction product. The product is: [CH3:21][O:20][C:16]1[CH:15]=[C:14]2[C:19](=[CH:18][CH:17]=1)[CH:10]([NH:9][O:8][CH3:7])[CH2:11][CH2:12][CH2:13]2. (4) Given the reactants [Br:1][C:2]1[C:3]([O:11][CH2:12][C:13]2[CH:18]=[CH:17][CH:16]=[C:15]([C:19]3[CH:28]=[CH:27][C:22]4[O:23][CH2:24][CH2:25][O:26][C:21]=4[CH:20]=3)[C:14]=2[CH3:29])=[CH:4][C:5]([OH:10])=[C:6]([CH:9]=1)[CH:7]=[O:8].Cl[CH2:31][C:32]1[CH:33]=[N:34][CH:35]=[C:36]([CH:39]=1)[C:37]#[N:38].C(=O)([O-])[O-].[Cs+].[Cs+].O, predict the reaction product. The product is: [Br:1][C:2]1[C:3]([O:11][CH2:12][C:13]2[CH:18]=[CH:17][CH:16]=[C:15]([C:19]3[CH:28]=[CH:27][C:22]4[O:23][CH2:24][CH2:25][O:26][C:21]=4[CH:20]=3)[C:14]=2[CH3:29])=[CH:4][C:5]([O:10][CH2:31][C:32]2[CH:33]=[N:34][CH:35]=[C:36]([CH:39]=2)[C:37]#[N:38])=[C:6]([CH:7]=[O:8])[CH:9]=1. (5) Given the reactants [C:1]([C:3]1[CH:4]=[C:5]([CH:26]=[CH:27][CH:28]=1)[CH2:6][CH2:7][O:8][CH2:9][CH2:10][C:11]([N:13]([CH:20]1[CH2:25][CH2:24][CH2:23][CH2:22][CH2:21]1)[CH2:14][CH:15]([O:18][CH3:19])[O:16][CH3:17])=[O:12])#[N:2].C(=O)([O-])[O-].[K+].[K+].Cl.[NH2:36][OH:37].C(O)C, predict the reaction product. The product is: [CH:20]1([N:13]([CH2:14][CH:15]([O:18][CH3:19])[O:16][CH3:17])[C:11](=[O:12])[CH2:10][CH2:9][O:8][CH2:7][CH2:6][C:5]2[CH:26]=[CH:27][CH:28]=[C:3]([C:1](=[NH:2])[NH:36][OH:37])[CH:4]=2)[CH2:25][CH2:24][CH2:23][CH2:22][CH2:21]1. (6) Given the reactants [Br:1][C:2]1[CH:9]=[CH:8][C:7]([O:10][CH3:11])=[CH:6][C:3]=1[CH2:4][OH:5].N1C=CN=C1.[Si:17](Cl)([C:20]([CH3:23])([CH3:22])[CH3:21])([CH3:19])[CH3:18].CCOCC, predict the reaction product. The product is: [Br:1][C:2]1[CH:9]=[CH:8][C:7]([O:10][CH3:11])=[CH:6][C:3]=1[CH2:4][O:5][Si:17]([C:20]([CH3:23])([CH3:22])[CH3:21])([CH3:19])[CH3:18]. (7) Given the reactants [CH2:1]([O:5][CH2:6][CH2:7][O:8][C:9]1[CH:14]=[CH:13][C:12]([C:15]2[CH:16]=[C:17]3[C:21]4=[C:22]([CH:24]=[C:25]([C:29]([O:31]C)=[O:30])[CH2:26][CH2:27][CH2:28][N:20]4[CH2:19][CH2:18]3)[CH:23]=2)=[CH:11][CH:10]=1)[CH2:2][CH2:3][CH3:4].[OH-].[Na+].Cl, predict the reaction product. The product is: [CH2:1]([O:5][CH2:6][CH2:7][O:8][C:9]1[CH:14]=[CH:13][C:12]([C:15]2[CH:16]=[C:17]3[C:21]4=[C:22]([CH:24]=[C:25]([C:29]([OH:31])=[O:30])[CH2:26][CH2:27][CH2:28][N:20]4[CH2:19][CH2:18]3)[CH:23]=2)=[CH:11][CH:10]=1)[CH2:2][CH2:3][CH3:4]. (8) Given the reactants [NH2:1][C:2]1[CH:9]=[CH:8][C:5]([C:6]#[N:7])=[CH:4][CH:3]=1.N1C=CC=CC=1.[CH:16]([CH:19]([CH:23]([CH3:25])[CH3:24])[C:20](Cl)=[O:21])([CH3:18])[CH3:17], predict the reaction product. The product is: [C:6]([C:5]1[CH:8]=[CH:9][C:2]([NH:1][C:20](=[O:21])[CH:19]([CH:23]([CH3:25])[CH3:24])[CH:16]([CH3:18])[CH3:17])=[CH:3][CH:4]=1)#[N:7]. (9) The product is: [NH:33]1[CH2:37][CH:36]([NH:35][C:28]([C:25]2[CH:24]=[CH:23][C:22]([C:4]3[CH:3]=[C:2]([Cl:1])[C:7]([CH2:8][CH:9]4[CH2:13][CH2:12][N:11]([CH:14]5[CH2:15][CH2:16][CH2:17][CH2:18][CH2:19]5)[C:10]4=[O:20])=[C:6]([Cl:21])[CH:5]=3)=[CH:27][CH:26]=2)=[O:30])[CH2:34]1. Given the reactants [Cl:1][C:2]1[CH:3]=[C:4]([C:22]2[CH:27]=[CH:26][C:25]([C:28]([OH:30])=O)=[CH:24][CH:23]=2)[CH:5]=[C:6]([Cl:21])[C:7]=1[CH2:8][CH:9]1[CH2:13][CH2:12][N:11]([CH:14]2[CH2:19][CH2:18][CH2:17][CH2:16][CH2:15]2)[C:10]1=[O:20].C([N:33]1[CH:37]=[CH:36][N:35]=[CH:34]1)([N:33]1[CH:37]=[CH:36][N:35]=[CH:34]1)=O.C(OC(N1CC(N)C1)=O)(C)(C)C, predict the reaction product. (10) Given the reactants [CH3:1][O:2][C:3]1[CH:4]=[C:5]([N:12]2[CH2:17][CH2:16][C:15](=O)[CH2:14][CH2:13]2)[CH:6]=[CH:7][C:8]=1[N+:9]([O-:11])=[O:10].[C@H:19]12[CH2:25][C@H:22]([NH:23][CH2:24]1)[CH2:21][N:20]2[C:26]([O:28][C:29]([CH3:32])([CH3:31])[CH3:30])=[O:27].CC(O)=O.C(O[BH-](OC(=O)C)OC(=O)C)(=O)C.[Na+].C([O-])(O)=O.[Na+], predict the reaction product. The product is: [CH3:1][O:2][C:3]1[CH:4]=[C:5]([N:12]2[CH2:17][CH2:16][CH:15]([N:23]3[CH2:24][C@@H:19]4[CH2:25][C@H:22]3[CH2:21][N:20]4[C:26]([O:28][C:29]([CH3:32])([CH3:31])[CH3:30])=[O:27])[CH2:14][CH2:13]2)[CH:6]=[CH:7][C:8]=1[N+:9]([O-:11])=[O:10].